Task: Predict which catalyst facilitates the given reaction.. Dataset: Catalyst prediction with 721,799 reactions and 888 catalyst types from USPTO (1) Reactant: [NH2:1][CH:2]([C:10]([OH:12])=O)[CH2:3][C:4]1[CH:9]=[CH:8][CH:7]=[CH:6][CH:5]=1.[Cl:13][C:14]1[CH:19]=[CH:18][C:17]([N:20]=[C:21]=[O:22])=[CH:16][CH:15]=1.[CH3:23][N:24]1[CH2:28][CH2:27][N:26]=[C:25]1[C:29]1[CH:34]=[CH:33][C:32]([NH2:35])=[CH:31][CH:30]=1.C(Cl)CCl. Product: [CH3:23][N:24]1[CH2:28][CH2:27][N:26]=[C:25]1[C:29]1[CH:34]=[CH:33][C:32]([NH:35][C:10](=[O:12])[CH:2]([CH2:3][C:4]2[CH:5]=[CH:6][CH:7]=[CH:8][CH:9]=2)[NH:1][C:21]([NH:20][C:17]2[CH:18]=[CH:19][C:14]([Cl:13])=[CH:15][CH:16]=2)=[O:22])=[CH:31][CH:30]=1. The catalyst class is: 18. (2) Reactant: [O:1]=[C:2]1[NH:7][C:6]2[CH:8]=[C:9]([C:11]3[CH:16]=[CH:15][CH:14]=[CH:13][CH:12]=3)[S:10][C:5]=2[C:4](=[O:17])[N:3]1[CH:18]1[CH2:23][CH2:22][N:21]([C:24]([O:26][C:27]([CH3:30])([CH3:29])[CH3:28])=[O:25])[CH2:20][CH2:19]1.Cl[CH2:32][C:33]1[S:34][C:35]([CH2:38][CH3:39])=[CH:36][CH:37]=1.C(=O)([O-])[O-].[K+].[K+]. Product: [CH2:38]([C:35]1[S:34][C:33]([CH2:32][N:7]2[C:6]3[CH:8]=[C:9]([C:11]4[CH:16]=[CH:15][CH:14]=[CH:13][CH:12]=4)[S:10][C:5]=3[C:4](=[O:17])[N:3]([CH:18]3[CH2:23][CH2:22][N:21]([C:24]([O:26][C:27]([CH3:30])([CH3:29])[CH3:28])=[O:25])[CH2:20][CH2:19]3)[C:2]2=[O:1])=[CH:37][CH:36]=1)[CH3:39]. The catalyst class is: 3. (3) Reactant: [CH2:1]([C:3]([C:21]1[CH:26]=[CH:25][C:24]([OH:27])=[C:23]([CH3:28])[CH:22]=1)([C:6]1[CH:11]=[CH:10][C:9]([CH2:12][CH2:13][CH:14]([OH:19])[C:15]([CH3:18])([CH3:17])[CH3:16])=[C:8]([CH3:20])[CH:7]=1)[CH2:4][CH3:5])[CH3:2].C([O-])([O-])=O.[K+].[K+].[O:35]=[C:36]1[NH:40][C@@H:39]([CH2:41]OS(C2C=CC(C)=CC=2)(=O)=O)[CH2:38][CH2:37]1.[NH4+].[Cl-]. Product: [CH2:1]([C:3]([C:21]1[CH:26]=[CH:25][C:24]([O:27][CH2:41][C@@H:39]2[NH:40][C:36](=[O:35])[CH2:37][CH2:38]2)=[C:23]([CH3:28])[CH:22]=1)([C:6]1[CH:11]=[CH:10][C:9]([CH2:12][CH2:13][CH:14]([OH:19])[C:15]([CH3:17])([CH3:18])[CH3:16])=[C:8]([CH3:20])[CH:7]=1)[CH2:4][CH3:5])[CH3:2]. The catalyst class is: 23. (4) Reactant: Cl.[CH3:2][C:3]1[O:7][C:6]([C:8]2[CH:9]=[C:10]([CH3:14])[CH:11]=[CH:12][CH:13]=2)=[N:5][C:4]=1[CH2:15][O:16][C@H:17]1[CH2:22][CH2:21][CH2:20][C@@H:19]([O:23][CH2:24][C:25]2[CH:30]=[CH:29][CH:28]=[CH:27][C:26]=2[B:31]2[O:35]C(C)(C)C(C)(C)[O:32]2)[CH2:18]1. Product: [CH3:2][C:3]1[O:7][C:6]([C:8]2[CH:9]=[C:10]([CH3:14])[CH:11]=[CH:12][CH:13]=2)=[N:5][C:4]=1[CH2:15][O:16][C@H:17]1[CH2:22][CH2:21][CH2:20][C@@H:19]([O:23][CH2:24][C:25]2[CH:30]=[CH:29][CH:28]=[CH:27][C:26]=2[B:31]([OH:32])[OH:35])[CH2:18]1. The catalyst class is: 1.